Predict which catalyst facilitates the given reaction. From a dataset of Catalyst prediction with 721,799 reactions and 888 catalyst types from USPTO. (1) Reactant: [CH3:1][C:2]([O:5][C:6]([N:8]1[CH:12]2[CH2:13][CH:14]([OH:16])[CH2:15][CH:9]1[CH2:10][CH2:11]2)=[O:7])([CH3:4])[CH3:3].C1OCCOCCOCCOCCOCCOC1.CC(C)([O-])C.[K+].Cl[CH2:42][C:43]1[C:44]([C@@H:51]2[CH2:56][CH2:55][CH2:54][CH2:53][C@H:52]2[C:57]([F:60])([F:59])[F:58])=[N:45][O:46][C:47]=1[CH:48]1[CH2:50][CH2:49]1. Product: [CH:48]1([C:47]2[O:46][N:45]=[C:44]([C@@H:51]3[CH2:56][CH2:55][CH2:54][CH2:53][C@H:52]3[C:57]([F:59])([F:60])[F:58])[C:43]=2[CH2:42][O:16][CH:14]2[CH2:15][CH:9]3[N:8]([C:6]([O:5][C:2]([CH3:1])([CH3:3])[CH3:4])=[O:7])[CH:12]([CH2:11][CH2:10]3)[CH2:13]2)[CH2:50][CH2:49]1. The catalyst class is: 20. (2) Reactant: C([N:4]1[C:8]2[CH:9]=[CH:10][CH:11]=[CH:12][C:7]=2[N:6]([CH2:13][C:14]2[C:23]3[C:18](=[CH:19][CH:20]=[CH:21][CH:22]=3)[CH:17]=[CH:16][CH:15]=2)[C:5]1=[O:24])(C)=C.O.Cl.C(Cl)Cl. Product: [C:14]1([CH2:13][N:6]2[C:7]3[CH:12]=[CH:11][CH:10]=[CH:9][C:8]=3[NH:4][C:5]2=[O:24])[C:23]2[C:18](=[CH:19][CH:20]=[CH:21][CH:22]=2)[CH:17]=[CH:16][CH:15]=1. The catalyst class is: 5. (3) Reactant: [CH2:1]([N:3]([C:12]1[CH:13]=[C:14]([CH3:29])[C:15]([CH3:28])=[C:16]2[C:20]=1[NH:19][C:18]([C:21]1[S:22][C:23]([CH:26]=[O:27])=[CH:24][N:25]=1)=[CH:17]2)[S:4]([C:7]1[S:8][CH:9]=[CH:10][CH:11]=1)(=[O:6])=[O:5])[CH3:2].CO.[BH4-].[Na+].C(O)(=O)CC(CC(O)=O)(C(O)=O)O. Product: [CH2:1]([N:3]([C:12]1[CH:13]=[C:14]([CH3:29])[C:15]([CH3:28])=[C:16]2[C:20]=1[NH:19][C:18]([C:21]1[S:22][C:23]([CH2:26][OH:27])=[CH:24][N:25]=1)=[CH:17]2)[S:4]([C:7]1[S:8][CH:9]=[CH:10][CH:11]=1)(=[O:5])=[O:6])[CH3:2]. The catalyst class is: 7. (4) Reactant: [NH2:1][CH2:2][CH2:3][CH2:4][CH2:5][CH2:6][CH2:7]O.Cl[C:10]1[C:19]2[C:14](=[CH:15][CH:16]=[CH:17][CH:18]=2)[N:13]=[C:12]([CH3:20])[CH:11]=1.[I-].[K+]. Product: [CH3:20][C:12]1[CH:11]=[C:10]([NH:1][CH2:2][CH2:3][CH2:4][CH2:5][CH2:6][CH2:7][N:13]2[CH2:14][CH2:19][CH2:10][CH2:11][CH2:12]2)[C:19]2[C:14](=[CH:15][CH:16]=[CH:17][CH:18]=2)[N:13]=1. The catalyst class is: 66.